This data is from Forward reaction prediction with 1.9M reactions from USPTO patents (1976-2016). The task is: Predict the product of the given reaction. (1) The product is: [C:26]([N:23]1[CH2:22][CH2:21][N:20]([C:17]2[CH:16]=[CH:15][C:14]([NH:13][C:9](=[O:11])[CH2:8][C:5]3[CH:6]=[CH:7][C:2]([Cl:1])=[C:3]([F:12])[CH:4]=3)=[N:19][CH:18]=2)[CH2:25][CH2:24]1)(=[O:28])[CH3:27]. Given the reactants [Cl:1][C:2]1[CH:7]=[CH:6][C:5]([CH2:8][C:9]([OH:11])=O)=[CH:4][C:3]=1[F:12].[NH2:13][C:14]1[N:19]=[CH:18][C:17]([N:20]2[CH2:25][CH2:24][N:23]([C:26](=[O:28])[CH3:27])[CH2:22][CH2:21]2)=[CH:16][CH:15]=1.CN(C(ON1N=NC2C=CC=NC1=2)=[N+](C)C)C.F[P-](F)(F)(F)(F)F.CCN(C(C)C)C(C)C, predict the reaction product. (2) Given the reactants [OH:1][C:2]1([CH3:15])[CH2:7][CH2:6][N:5]([C:8]([O:10][C:11]([CH3:14])([CH3:13])[CH3:12])=[O:9])[CH2:4][CH2:3]1.[H-].[Na+].[CH2:18](Br)[CH:19]=[CH2:20], predict the reaction product. The product is: [CH2:20]([O:1][C:2]1([CH3:15])[CH2:3][CH2:4][N:5]([C:8]([O:10][C:11]([CH3:14])([CH3:13])[CH3:12])=[O:9])[CH2:6][CH2:7]1)[CH:19]=[CH2:18]. (3) Given the reactants CC([CH:5]1[C:11]2[CH:12]=[CH:13][C:14]([NH:16][C:17](=O)[CH3:18])=[CH:15][C:10]=2[CH2:9][CH2:8][N:7]([C:20]([O-:22])=[O:21])[CH2:6]1)(C)C.COC1C=CC(P2(SP(C3C=CC(OC)=CC=3)(=S)S2)=[S:32])=CC=1.C(OCC)(=O)C.C([O-])(O)=O.[Na+].[C:56]1([CH3:62])[CH:61]=CC=C[CH:57]=1, predict the reaction product. The product is: [C:17]([NH:16][C:14]1[CH:13]=[CH:12][C:11]2[CH2:5][CH2:6][N:7]([C:20]([O:22][C:56]([CH3:62])([CH3:61])[CH3:57])=[O:21])[CH2:8][CH2:9][C:10]=2[CH:15]=1)(=[S:32])[CH3:18]. (4) Given the reactants Br[C:2]1[S:6][C:5]([CH3:7])=[N:4][C:3]=1[CH3:8].[C:9]1([CH3:18])[CH:14]=[CH:13][C:12]([CH2:15][CH2:16][NH2:17])=[CH:11][CH:10]=1, predict the reaction product. The product is: [CH3:7][C:5]1[S:6][C:2]([NH:17][CH2:16][CH2:15][C:12]2[CH:13]=[CH:14][C:9]([CH3:18])=[CH:10][CH:11]=2)=[C:3]([CH3:8])[N:4]=1. (5) Given the reactants Cl.[CH:2]1([CH2:5][O:6][C:7]2[CH:12]=[CH:11][C:10]([CH3:13])=[CH:9][C:8]=2[C:14]2[C:15]3[NH:22][C:21]([CH3:23])=[C:20]([C:24]([NH:26][CH:27]4[CH2:32][CH2:31][NH:30][CH2:29][CH2:28]4)=[O:25])[C:16]=3[N:17]=[CH:18][N:19]=2)[CH2:4][CH2:3]1.C([O:36][C@@H:37]([CH3:41])[C:38](Cl)=[O:39])(=O)C, predict the reaction product. The product is: [CH:2]1([CH2:5][O:6][C:7]2[CH:12]=[CH:11][C:10]([CH3:13])=[CH:9][C:8]=2[C:14]2[C:15]3[NH:22][C:21]([CH3:23])=[C:20]([C:24]([NH:26][CH:27]4[CH2:28][CH2:29][N:30]([C:38](=[O:39])[C@@H:37]([OH:36])[CH3:41])[CH2:31][CH2:32]4)=[O:25])[C:16]=3[N:17]=[CH:18][N:19]=2)[CH2:4][CH2:3]1. (6) Given the reactants F[C:2]1[N:7]2[CH:8]=[C:9]([CH2:11][N:12]3[C@H:25]4[C@H:16]([CH2:17][CH2:18][C:19]5[C:24]4=[N:23][CH:22]=[CH:21][CH:20]=5)[CH2:15][CH2:14][CH2:13]3)[N:10]=[C:6]2[CH:5]=[CH:4][CH:3]=1.[N:26]1([CH:32]2[CH2:37][CH2:36][NH:35][CH2:34][CH2:33]2)[CH2:31][CH2:30][CH2:29][CH2:28][CH2:27]1, predict the reaction product. The product is: [N:26]1([CH:32]2[CH2:37][CH2:36][N:35]([C:2]3[N:7]4[CH:8]=[C:9]([CH2:11][N:12]5[C@H:25]6[C@H:16]([CH2:17][CH2:18][C:19]7[C:24]6=[N:23][CH:22]=[CH:21][CH:20]=7)[CH2:15][CH2:14][CH2:13]5)[N:10]=[C:6]4[CH:5]=[CH:4][CH:3]=3)[CH2:34][CH2:33]2)[CH2:31][CH2:30][CH2:29][CH2:28][CH2:27]1. (7) Given the reactants [C:1]([O:5][C:6]([N:8]([CH2:16][CH2:17][N:18]([C:31]([O:33][C:34]([CH3:37])([CH3:36])[CH3:35])=[O:32])[CH2:19][CH2:20][N:21]([C:24]([O:26][C:27]([CH3:30])([CH3:29])[CH3:28])=[O:25])[CH2:22][CH3:23])[CH2:9][CH2:10][CH2:11][CH2:12][CH2:13][CH2:14][OH:15])=[O:7])([CH3:4])([CH3:3])[CH3:2].CN(C1C=CC=CN=1)C.C(N(CC)CC)C.[S:54](Cl)([C:57]1[CH:63]=[CH:62][C:60]([CH3:61])=[CH:59][CH:58]=1)(=[O:56])=[O:55], predict the reaction product. The product is: [S:54]([O:15][CH2:14][CH2:13][CH2:12][CH2:11][CH2:10][CH2:9][N:8]([C:6]([O:5][C:1]([CH3:4])([CH3:2])[CH3:3])=[O:7])[CH2:16][CH2:17][N:18]([C:31]([O:33][C:34]([CH3:36])([CH3:35])[CH3:37])=[O:32])[CH2:19][CH2:20][N:21]([C:24]([O:26][C:27]([CH3:30])([CH3:29])[CH3:28])=[O:25])[CH2:22][CH3:23])([C:57]1[CH:63]=[CH:62][C:60]([CH3:61])=[CH:59][CH:58]=1)(=[O:56])=[O:55]. (8) Given the reactants Br[C:2]1[CH:3]=[C:4]([C:8](=[O:15])[CH2:9][N:10]2[CH:14]=[CH:13][N:12]=[CH:11]2)[CH:5]=[CH:6][CH:7]=1.[CH2:16]([C:20]1[S:24][C:23]([S:25]([NH:28][C:29]([CH3:32])([CH3:31])[CH3:30])(=[O:27])=[O:26])=[C:22](B(O)O)[CH:21]=1)[CH:17]([CH3:19])[CH3:18].C([O-])([O-])=O.[Na+].[Na+], predict the reaction product. The product is: [N:10]1([CH2:9][C:8]([C:4]2[CH:3]=[C:2]([C:22]3[CH:21]=[C:20]([CH2:16][CH:17]([CH3:18])[CH3:19])[S:24][C:23]=3[S:25]([NH:28][C:29]([CH3:31])([CH3:30])[CH3:32])(=[O:27])=[O:26])[CH:7]=[CH:6][CH:5]=2)=[O:15])[CH:14]=[CH:13][N:12]=[CH:11]1.